The task is: Binary Classification. Given a miRNA mature sequence and a target amino acid sequence, predict their likelihood of interaction.. This data is from Experimentally validated miRNA-target interactions with 360,000+ pairs, plus equal number of negative samples. (1) The miRNA is mmu-miR-215-5p with sequence AUGACCUAUGAUUUGACAGAC. The protein sequence of the target gene is MAAVSISVSLRQAMLGRRAMATAAVSVCRVPSRLLSTSTWKLADNQTRDTQLITVDEKLDITTLTGVPEEHIKTRKVRIFVPARNNMQSGVNNTKKWKMEFDTRERWENPLMGWASTADPLSNMVLTFSAKEDAIAFAEKNGWSYDVEEKKVPKPKSKSYGANFSWNKRTRVSTK. Result: 0 (no interaction). (2) The miRNA is hsa-miR-15b-5p with sequence UAGCAGCACAUCAUGGUUUACA. The protein sequence of the target gene is MTGEVGSEVHLEINDPNVISQEEADSPSDSGQGSYETIGPLSEGDSDEEIFVSKKLKNRKVLQDSDSETEDTNASPEKTTYDSAEEENKENLYAGKNTKIKRIYKTVADSDESYMEKSLYQENLEAQVKPCLELSLQSGNSTDFTTDRKSSKKHIHDKEGTAGKAKVKSKRRLEKEERKMEKIRQLKKKETKNQEDDVEQPFNDSGCLLVDKDLFETGLEDENNSPLEDEESLESIRAAVKNKVKKHKKKEPSLESGVHSFEEGSELSKGTTRKERKAARLSKEALKQLHSETQRLIRES.... Result: 1 (interaction). (3) The miRNA is hsa-miR-6727-3p with sequence UCCUGCCACCUCCUCCGCAG. The protein sequence of the target gene is MAEPTGLLEMSELPGDSSVPQVGTASGVSDVLRGAVGGGVRVQEAREGPVAEAARSMARMPGPVPGPIPSSVPGLASAPDPHQQLAFLEINRQLLFREYLDGSSMIPVRLLRDFEERRRLFVEGCKAREAAFDADPPQMDFAAVAFTVALTASEALSPLAD. Result: 1 (interaction). (4) The miRNA is hsa-miR-210-5p with sequence AGCCCCUGCCCACCGCACACUG. The protein sequence of the target gene is MVDYIVEYDYDAVHDDELTIRVGEIIRNVKKLQEEGWLEGELNGRRGMFPDNFVKEIKRETEPKDDNLPIKRERQGNVASLVQRISTYGLPAGGIQPHPQTKAIKKKTKKRQCKVLFDYSPQNEDELELIVGDVIDVIEEVEEGWWSGTLNNKLGLFPSNFVKELESTEDGETHNAQEESEVPLTGPTSPLPSPGNGSEPAPGSVAQPKKIRGIGFGDIFKEGSVKLRTRTSSSETEEKKTEKPLILQPLGSRTQNVEVTKPDVDGKIKAKEYCRTLFPYTGTNEDELTFREGEIIHLIS.... Result: 0 (no interaction). (5) The miRNA is hsa-miR-222-3p with sequence AGCUACAUCUGGCUACUGGGU. The protein sequence of the target gene is MDIRKFFGVIPSGKKLVSETVKKNEKTKSDEETLKAKKGIKEIKVNSSRKEDDFKQKQPSKKKRIIYDSDSESEETLQVKNAKKPPEKLPVSSKPGKISRQDPVTYISETDEEDDFMCKKAASKSKENGRSTNSHLGTSNMKKNEENTKTKNKPLSPIKLTPTSVLDYFGTGSVQRSNKKMVASKRKELSQNTDESGLNDEAIAKQLQLDEDAELERQLHEDEEFARTLAMLDEEPKTKKARKDTEAGETFSSVQANLSKAEKHKYPHKVKTAQVSDERKSYSPRKQSKYESSKESQQHS.... Result: 1 (interaction). (6) The miRNA is hsa-miR-519b-5p with sequence CUCUAGAGGGAAGCGCUUUCUG. The protein sequence of the target gene is MQQHHLQQQQQQQQQQEQQHLQEQQQHLQQLHHHAHHHLPQPLHTTSHHHSAHPHLQQQQQQQQHAVVASSPSSVLQQQQQQSTPTTHSTPTHAVMYEDPPPVPLVAVQQQHLPAPQQQQQLQQQQQQQQQQLATTPVAGALSPAQTPTGPSAQQQQHLTSPHHQQLPQQQTPNSVASGASSNLQQQQQQQNAAVAPGQTQIVAPTTASVSPSSVSSQKEDINMSIQLAPLHIPAIRAGPGFETDTSAAVKRHTAHWAYNDEGFNQHYGSGYYDRKHMFAYPYPETQFPVGQYWGPNYRP.... Result: 0 (no interaction). (7) The miRNA is hsa-miR-935 with sequence CCAGUUACCGCUUCCGCUACCGC. The protein sequence of the target gene is MGRKLDPTKEKRGPGRKARKQKGAETELVRFLPAVSDENSKRLSSRARKRAAKRRLGSVEAPKTNKSPEAKPLPGKLPKGISAGAVQTAGKKGPQSLFNAPRGKKRPAPGSDEEEEEEDSEEDGMVNHGDLWGSEDDADTVDDYGADSNSEDEEEGEALLPIERAARKQKAREAAAGIQWSEEETEDEEEEKEVTPESGPPKVEEADGGLQINVDEEPFVLPPAGEMEQDAQAPDLQRVHKRIQDIVGILRDFGAQREEGRSRSEYLNRLKKDLAIYYSYGDFLLGKLMDLFPLSELVEF.... Result: 1 (interaction). (8) The miRNA is mmu-miR-292a-5p with sequence ACUCAAACUGGGGGCUCUUUUG. The protein sequence of the target gene is MASSRASSTTTKTKAPDDLVAPVVKKPHIYYGSLEEKERERLAKGESGILGKEGLKAGIEAGNINITSGEVFEIEEHISERQAEVLAEFERRKRARQINVSTDDSEVKACLRALGEPITLFGEGPAERRERLRNILSVVGTDALKKTKKDDEKSKKSKEEYQQTWYHEGPNSLKVARLWIANYSLPRAMKRLEEARLHKEIPETTRTSQMQELHKSLRSLNNFCSQIGDDRPISYCHFSPNSKMLATACWSGLCKLWSVPDCSLLHTLRGHNTNVGAIVFHPKSTVSLDQKDVNLASCAA.... Result: 1 (interaction). (9) The miRNA is hsa-miR-450a-2-3p with sequence AUUGGGGACAUUUUGCAUUCAU. The protein sequence of the target gene is MFLGPWPFSRLLSWFAISSRLSGQHGLPSSKFLRCLCLLALLPLLRWGQALPYKIGVIGPWTCDPFFSKALPEVAAALAIERISRDKTFDRSYSFEYVILNEDCQTSKALASFISHQQMASGFVGPANPGFCEAASLLGTSWDKGIFSWACVNHELDNKHSFPTFSRTLPSPIRVLVTVMKYFQWAHAGVISSDEDIWMHTANRVSSALRSQGLPVGVVLTSGRDSQSIQKALQQIRQADRIRIIIMCMHSALIGGETQTHFLELAHDLKMTDGTYVFVPYDVLLYSLPYKHSPYQVLRN.... Result: 0 (no interaction). (10) The miRNA is rno-miR-150-5p with sequence UCUCCCAACCCUUGUACCAGUG. The protein sequence of the target gene is MLLRLLLAWAAAGPTLGQDPWAAEPRAACGPSSCYALFPRRRTFLEAWRACRELGGDLATPRTPEEAQRVDSLVGAGPASRLLWIGLQRQARQCQLQRPLRGFTWTTGDQDTAFTNWAQPASGGPCPAQRCVALEASGEHRWLEGSCTLAVDGYLCQFGFEGACPALQDEAGQAGPAVYTTPFHLVSTEFEWLPFGSVAAVQCQAGRGASLLCVKQPEGGVGWSRAGPLCLGTGCSPDNGGCEHECVEEVDGHVSCRCTEGFRLAADGRSCEDPCAQAPCEQQCEPGGPQGYSCHCRLGF.... Result: 0 (no interaction).